This data is from TCR-epitope binding with 47,182 pairs between 192 epitopes and 23,139 TCRs. The task is: Binary Classification. Given a T-cell receptor sequence (or CDR3 region) and an epitope sequence, predict whether binding occurs between them. (1) The epitope is RLRAEAQVK. The TCR CDR3 sequence is CASSAGGDIQYF. Result: 1 (the TCR binds to the epitope). (2) The epitope is GLCTLVAML. The TCR CDR3 sequence is CASSLTGTFRGYTF. Result: 1 (the TCR binds to the epitope).